Dataset: Merck oncology drug combination screen with 23,052 pairs across 39 cell lines. Task: Regression. Given two drug SMILES strings and cell line genomic features, predict the synergy score measuring deviation from expected non-interaction effect. (1) Drug 1: CCN(CC)CCNC(=O)c1c(C)[nH]c(C=C2C(=O)Nc3ccc(F)cc32)c1C. Drug 2: C#Cc1cccc(Nc2ncnc3cc(OCCOC)c(OCCOC)cc23)c1. Cell line: ES2. Synergy scores: synergy=15.0. (2) Synergy scores: synergy=-18.1. Drug 2: N#Cc1ccc(Cn2cncc2CN2CCN(c3cccc(Cl)c3)C(=O)C2)cc1. Cell line: NCIH460. Drug 1: CN(Cc1cnc2nc(N)nc(N)c2n1)c1ccc(C(=O)NC(CCC(=O)O)C(=O)O)cc1. (3) Drug 1: CS(=O)(=O)CCNCc1ccc(-c2ccc3ncnc(Nc4ccc(OCc5cccc(F)c5)c(Cl)c4)c3c2)o1. Drug 2: CCC1(O)C(=O)OCc2c1cc1n(c2=O)Cc2cc3c(CN(C)C)c(O)ccc3nc2-1. Cell line: T47D. Synergy scores: synergy=-5.74. (4) Drug 1: O=P1(N(CCCl)CCCl)NCCCO1. Drug 2: NC(=O)c1cccc2cn(-c3ccc(C4CCCNC4)cc3)nc12. Cell line: SW620. Synergy scores: synergy=5.30. (5) Drug 1: O=c1[nH]cc(F)c(=O)[nH]1. Drug 2: O=C(CCCCCCC(=O)Nc1ccccc1)NO. Cell line: SKMEL30. Synergy scores: synergy=-4.88. (6) Drug 1: N#Cc1ccc(Cn2cncc2CN2CCN(c3cccc(Cl)c3)C(=O)C2)cc1. Drug 2: O=C(NOCC(O)CO)c1ccc(F)c(F)c1Nc1ccc(I)cc1F. Cell line: A427. Synergy scores: synergy=23.8. (7) Drug 1: O=C(CCCCCCC(=O)Nc1ccccc1)NO. Drug 2: NC1(c2ccc(-c3nc4ccn5c(=O)[nH]nc5c4cc3-c3ccccc3)cc2)CCC1. Cell line: NCIH23. Synergy scores: synergy=-8.47. (8) Drug 1: N.N.O=C(O)C1(C(=O)O)CCC1.[Pt]. Drug 2: O=C(O)C1(Cc2cccc(Nc3nccs3)n2)CCC(Oc2cccc(Cl)c2F)CC1. Cell line: RPMI7951. Synergy scores: synergy=-6.51. (9) Drug 1: O=S1(=O)NC2(CN1CC(F)(F)F)C1CCC2Cc2cc(C=CCN3CCC(C(F)(F)F)CC3)ccc2C1. Drug 2: NC1(c2ccc(-c3nc4ccn5c(=O)[nH]nc5c4cc3-c3ccccc3)cc2)CCC1. Cell line: HT29. Synergy scores: synergy=31.8. (10) Drug 1: CN1C(=O)C=CC2(C)C3CCC4(C)C(NC(=O)OCC(F)(F)F)CCC4C3CCC12. Drug 2: C#Cc1cccc(Nc2ncnc3cc(OCCOC)c(OCCOC)cc23)c1. Cell line: NCIH2122. Synergy scores: synergy=13.5.